This data is from Catalyst prediction with 721,799 reactions and 888 catalyst types from USPTO. The task is: Predict which catalyst facilitates the given reaction. (1) The catalyst class is: 58. Reactant: Cl[C:2]1[CH:3]=[CH:4][C:5]2[N:6]([C:8]([C:11]3[S:19][C:18]4[C:13](=[N:14][CH:15]=[CH:16][CH:17]=4)[CH:12]=3)=[CH:9][N:10]=2)[N:7]=1.O.C1(C)C=CC(S(O)(=O)=O)=CC=1.[NH2:32][C@H:33]1[CH2:38][CH2:37][C@H:36]([OH:39])[CH2:35][CH2:34]1. Product: [S:19]1[C:18]2[C:13](=[N:14][CH:15]=[CH:16][CH:17]=2)[CH:12]=[C:11]1[C:8]1[N:6]2[N:7]=[C:2]([NH:32][C@H:33]3[CH2:38][CH2:37][C@H:36]([OH:39])[CH2:35][CH2:34]3)[CH:3]=[CH:4][C:5]2=[N:10][CH:9]=1. (2) Reactant: [Cl:1][C:2]1[CH:3]=[C:4]([N:12]([CH2:23][CH3:24])[CH:13]2[CH2:18][CH2:17][N:16]([CH2:19][CH2:20][O:21][CH3:22])[CH2:15][CH2:14]2)[C:5]([CH3:11])=[C:6]([CH:10]=1)[C:7](O)=[O:8].C([N:27]([CH2:30][CH3:31])[CH2:28][CH3:29])C.[CH2:32]1[CH2:36][N:35]([P+](ON2N=NC3C=CC=CC2=3)([N:35]2[CH2:36][CH2:32][CH2:33][CH2:34]2)[N:35]2[CH2:36][CH2:32][CH2:33][CH2:34]2)[CH2:34][CH2:33]1.F[P-](F)(F)(F)(F)F.CS(C)=[O:67]. Product: [Cl:1][C:2]1[CH:3]=[C:4]([N:12]([CH2:23][CH3:24])[CH:13]2[CH2:18][CH2:17][N:16]([CH2:19][CH2:20][O:21][CH3:22])[CH2:15][CH2:14]2)[C:5]([CH3:11])=[C:6]([CH:10]=1)[C:7]([NH:35][CH2:34][C:33]1[C:32](=[O:67])[CH:36]=[C:28]([CH3:29])[NH:27][C:30]=1[CH3:31])=[O:8]. The catalyst class is: 6. (3) Reactant: [CH3:1][N:2]1[C:6]([NH2:7])=[CH:5][CH:4]=[N:3]1.N1C=CC=CC=1.Cl[C:15]([O:17][CH2:18][C:19]([Cl:22])([Cl:21])[Cl:20])=[O:16].O. Product: [CH3:1][N:2]1[C:6]([NH:7][C:15](=[O:16])[O:17][CH2:18][C:19]([Cl:22])([Cl:21])[Cl:20])=[CH:5][CH:4]=[N:3]1. The catalyst class is: 7. (4) Reactant: Cl[N:2]1[N:29]=[C:5]2[C:6]([N+:26]([O-])=O)=[C:7]([NH:12][CH2:13][CH2:14][O:15][CH2:16][CH2:17][NH:18][C:19](=[O:25])[O:20][C:21]([CH3:24])([CH3:23])[CH3:22])[C:8]([CH3:11])=[C:9]([CH3:10])[N:4]2[NH:3]1.CC(O)C. Product: [NH2:26][C:6]1[C:5]2[N:4]([N:3]=[N:2][N:29]=2)[C:9]([CH3:10])=[C:8]([CH3:11])[C:7]=1[NH:12][CH2:13][CH2:14][O:15][CH2:16][CH2:17][NH:18][C:19](=[O:25])[O:20][C:21]([CH3:22])([CH3:23])[CH3:24]. The catalyst class is: 11. (5) Reactant: [CH:1]1([C:4]([OH:6])=O)[CH2:3][CH2:2]1.CN(C(ON1N=NC2C=CC=NC1=2)=[N+](C)C)C.F[P-](F)(F)(F)(F)F.CCN(CC)CC.[C:38]([O:42][C:43](=[O:58])[NH:44][C:45]1([C:48]2[CH:53]=[CH:52][C:51]([C:54]([NH:56][NH2:57])=[O:55])=[CH:50][N:49]=2)[CH2:47][CH2:46]1)([CH3:41])([CH3:40])[CH3:39]. Product: [C:38]([O:42][C:43](=[O:58])[NH:44][C:45]1([C:48]2[CH:53]=[CH:52][C:51]([C:54]([NH:56][NH:57][C:4]([CH:1]3[CH2:3][CH2:2]3)=[O:6])=[O:55])=[CH:50][N:49]=2)[CH2:47][CH2:46]1)([CH3:41])([CH3:39])[CH3:40]. The catalyst class is: 18. (6) Reactant: [C:1](Cl)(=O)[C:2]([Cl:4])=[O:3].CN(C=O)C.[CH3:12][O:13][C:14]([CH2:16][CH2:17][C:18]12[CH2:25][CH2:24]C(C(O)=O)([CH2:22][CH2:23]1)[CH2:20][CH2:19]2)=[O:15]. Product: [CH3:12][O:13][C:14](=[O:15])[CH2:16][CH2:17][C:18]12[CH2:23][CH2:22][C:1]([C:2]([Cl:4])=[O:3])([CH2:24][CH2:25]1)[CH2:20][CH2:19]2. The catalyst class is: 2.